This data is from NCI-60 drug combinations with 297,098 pairs across 59 cell lines. The task is: Regression. Given two drug SMILES strings and cell line genomic features, predict the synergy score measuring deviation from expected non-interaction effect. (1) Drug 1: CC1=C(C(CCC1)(C)C)C=CC(=CC=CC(=CC(=O)O)C)C. Drug 2: C1=NNC2=C1C(=O)NC=N2. Cell line: COLO 205. Synergy scores: CSS=3.76, Synergy_ZIP=-1.28, Synergy_Bliss=-2.23, Synergy_Loewe=2.18, Synergy_HSA=-2.45. (2) Drug 1: CC1OCC2C(O1)C(C(C(O2)OC3C4COC(=O)C4C(C5=CC6=C(C=C35)OCO6)C7=CC(=C(C(=C7)OC)O)OC)O)O. Drug 2: C1CC(=O)NC(=O)C1N2C(=O)C3=CC=CC=C3C2=O. Cell line: SNB-75. Synergy scores: CSS=12.4, Synergy_ZIP=-4.57, Synergy_Bliss=1.35, Synergy_Loewe=-8.08, Synergy_HSA=1.16. (3) Drug 1: C1=NC2=C(N1)C(=S)N=C(N2)N. Drug 2: C1C(C(OC1N2C=NC3=C(N=C(N=C32)Cl)N)CO)O. Cell line: ACHN. Synergy scores: CSS=50.1, Synergy_ZIP=-3.68, Synergy_Bliss=-1.14, Synergy_Loewe=-0.128, Synergy_HSA=2.37. (4) Drug 1: C1=NC2=C(N1)C(=S)N=C(N2)N. Drug 2: C1=CC=C(C(=C1)C(C2=CC=C(C=C2)Cl)C(Cl)Cl)Cl. Cell line: OVCAR3. Synergy scores: CSS=55.3, Synergy_ZIP=-1.91, Synergy_Bliss=-1.59, Synergy_Loewe=-30.0, Synergy_HSA=-2.05.